Dataset: NCI-60 drug combinations with 297,098 pairs across 59 cell lines. Task: Regression. Given two drug SMILES strings and cell line genomic features, predict the synergy score measuring deviation from expected non-interaction effect. (1) Synergy scores: CSS=6.06, Synergy_ZIP=-2.11, Synergy_Bliss=3.72, Synergy_Loewe=-0.426, Synergy_HSA=1.93. Drug 2: C1=NNC2=C1C(=O)NC=N2. Drug 1: CS(=O)(=O)OCCCCOS(=O)(=O)C. Cell line: SN12C. (2) Drug 1: CC12CCC(CC1=CCC3C2CCC4(C3CC=C4C5=CN=CC=C5)C)O. Drug 2: C1=CC=C(C=C1)NC(=O)CCCCCCC(=O)NO. Cell line: BT-549. Synergy scores: CSS=0.977, Synergy_ZIP=0.603, Synergy_Bliss=2.21, Synergy_Loewe=0.941, Synergy_HSA=1.46. (3) Drug 1: COC1=C(C=C2C(=C1)N=CN=C2NC3=CC(=C(C=C3)F)Cl)OCCCN4CCOCC4. Drug 2: COC1=NC(=NC2=C1N=CN2C3C(C(C(O3)CO)O)O)N. Cell line: K-562. Synergy scores: CSS=23.4, Synergy_ZIP=0.102, Synergy_Bliss=5.33, Synergy_Loewe=-30.7, Synergy_HSA=-2.05. (4) Drug 1: CC1CC2CCC3C(=C)CC(O3)CCC45CC6C(O4)C7C(O6)C(O5)C8C(O7)CCC(O8)CC(=O)CC9C(CC(C1=C)O2)OC(C9OC)CC(CN)O.CS(=O)(=O)O. Drug 2: CC1C(C(CC(O1)OC2CC(CC3=C2C(=C4C(=C3O)C(=O)C5=CC=CC=C5C4=O)O)(C(=O)C)O)N)O. Cell line: RXF 393. Synergy scores: CSS=49.3, Synergy_ZIP=-5.17, Synergy_Bliss=-3.30, Synergy_Loewe=-1.20, Synergy_HSA=-0.123. (5) Synergy scores: CSS=0.0330, Synergy_ZIP=-1.56, Synergy_Bliss=-0.862, Synergy_Loewe=-2.50, Synergy_HSA=-1.64. Drug 1: CN(C)N=NC1=C(NC=N1)C(=O)N. Drug 2: C1=NC(=NC(=O)N1C2C(C(C(O2)CO)O)O)N. Cell line: SF-539. (6) Drug 1: CC1=C(C=C(C=C1)C(=O)NC2=CC(=CC(=C2)C(F)(F)F)N3C=C(N=C3)C)NC4=NC=CC(=N4)C5=CN=CC=C5. Drug 2: CC=C1C(=O)NC(C(=O)OC2CC(=O)NC(C(=O)NC(CSSCCC=C2)C(=O)N1)C(C)C)C(C)C. Cell line: SN12C. Synergy scores: CSS=4.77, Synergy_ZIP=-0.554, Synergy_Bliss=-1.26, Synergy_Loewe=-58.2, Synergy_HSA=-6.66. (7) Drug 1: C1=CC(=CC=C1CC(C(=O)O)N)N(CCCl)CCCl.Cl. Drug 2: C1=CN(C=N1)CC(O)(P(=O)(O)O)P(=O)(O)O. Cell line: M14. Synergy scores: CSS=-7.14, Synergy_ZIP=-0.359, Synergy_Bliss=-8.96, Synergy_Loewe=-12.2, Synergy_HSA=-12.1. (8) Drug 2: CC1=C(C=C(C=C1)NC2=NC=CC(=N2)N(C)C3=CC4=NN(C(=C4C=C3)C)C)S(=O)(=O)N.Cl. Cell line: SNB-19. Drug 1: CC(C1=C(C=CC(=C1Cl)F)Cl)OC2=C(N=CC(=C2)C3=CN(N=C3)C4CCNCC4)N. Synergy scores: CSS=5.95, Synergy_ZIP=0.185, Synergy_Bliss=3.87, Synergy_Loewe=-1.50, Synergy_HSA=2.36.